Dataset: Forward reaction prediction with 1.9M reactions from USPTO patents (1976-2016). Task: Predict the product of the given reaction. (1) The product is: [CH2:13]([O:12][CH2:11][CH2:10][O:6][CH:3]1[CH2:4][CH2:5][O:1][CH2:2]1)[C:14]1[CH:19]=[CH:18][CH:17]=[CH:16][CH:15]=1. Given the reactants [O:1]1[CH2:5][CH2:4][CH:3]([OH:6])[CH2:2]1.[H-].[Na+].Br[CH2:10][CH2:11][O:12][CH2:13][C:14]1[CH:19]=[CH:18][CH:17]=[CH:16][CH:15]=1, predict the reaction product. (2) Given the reactants [CH3:1][O:2][C:3]1[CH:4]=[C:5]([NH2:15])[CH:6]=[CH:7][C:8]=1[N:9]1[CH:13]=[C:12]([CH3:14])[N:11]=[CH:10]1.Cl[C:17]1[N:22]=[C:21]([NH:23][CH2:24][CH2:25][OH:26])[CH:20]=[CH:19][N:18]=1.C(=O)([O-])[O-].[K+].[K+], predict the reaction product. The product is: [CH3:1][O:2][C:3]1[CH:4]=[C:5]([NH:15][C:17]2[N:22]=[C:21]([NH:23][CH2:24][CH2:25][OH:26])[CH:20]=[CH:19][N:18]=2)[CH:6]=[CH:7][C:8]=1[N:9]1[CH:13]=[C:12]([CH3:14])[N:11]=[CH:10]1.